Predict which catalyst facilitates the given reaction. From a dataset of Catalyst prediction with 721,799 reactions and 888 catalyst types from USPTO. (1) Product: [C:63]([C:7]1[CH:16]=[CH:15][C:14]2[C:9](=[CH:10][C:11]([C:30](=[O:29])[CH3:31])=[CH:12][CH:13]=2)[CH:8]=1)(=[O:65])[CH3:64]. Reactant: FC(F)(F)S(O[C:7]1[CH:16]=[CH:15][C:14]2[C:9](=[CH:10][C:11](OS(C(F)(F)F)(=O)=O)=[CH:12][CH:13]=2)[CH:8]=1)(=O)=O.C([O:29][CH2:30][CH2:31]CC)=C.C1(P(C2C=CC=CC=2)CCCP(C2C=CC=CC=2)C2C=CC=CC=2)C=CC=CC=1.[C:63]([O-])(=[O:65])[CH3:64]. The catalyst class is: 289. (2) Reactant: C[Si](Cl)(C)C.[I-].[Na+].C(#N)C.O[CH:12]([C:31]1[CH:43]=[CH:42][C:34]([O:35][CH2:36][C:37]([O:39][CH2:40][CH3:41])=[O:38])=[C:33]([CH3:44])[CH:32]=1)[CH2:13][CH2:14][C:15]1[S:19][C:18]([C:20]2[CH:25]=[CH:24][C:23]([C:26]([F:29])([F:28])[F:27])=[CH:22][CH:21]=2)=[N:17][C:16]=1[CH3:30]. Product: [CH2:40]([O:39][C:37](=[O:38])[CH2:36][O:35][C:34]1[CH:42]=[CH:43][C:31]([CH2:12][CH2:13][CH2:14][C:15]2[S:19][C:18]([C:20]3[CH:21]=[CH:22][C:23]([C:26]([F:28])([F:27])[F:29])=[CH:24][CH:25]=3)=[N:17][C:16]=2[CH3:30])=[CH:32][C:33]=1[CH3:44])[CH3:41]. The catalyst class is: 244. (3) Reactant: [OH:1][CH:2]1[CH2:5][N:4]([C:6]2[CH:7]=[C:8]([CH:13]=[CH:14][CH:15]=2)[C:9]([O:11][CH3:12])=[O:10])[CH2:3]1.CC(OI1(OC(C)=O)(OC(C)=O)OC(=O)C2C=CC=CC1=2)=O. Product: [O:1]=[C:2]1[CH2:5][N:4]([C:6]2[CH:7]=[C:8]([CH:13]=[CH:14][CH:15]=2)[C:9]([O:11][CH3:12])=[O:10])[CH2:3]1. The catalyst class is: 2. (4) Reactant: [O:1]=[S:2]1(=[O:8])[CH2:7][CH2:6][CH2:5][CH2:4][NH:3]1.[H-].[Na+].F[C:12]1[CH:19]=[CH:18][CH:17]=[CH:16][C:13]=1[C:14]#[N:15]. Product: [O:1]=[S:2]1(=[O:8])[CH2:7][CH2:6][CH2:5][CH2:4][N:3]1[C:12]1[CH:19]=[CH:18][CH:17]=[CH:16][C:13]=1[C:14]#[N:15]. The catalyst class is: 35. (5) Reactant: C([O:3][C:4](=[O:34])[C:5]1[CH:10]=[CH:9][N:8]=[C:7]([N:11]2[C:15]([CH3:16])=[CH:14][CH:13]=[C:12]2[C:17]2[CH:22]=[C:21]([Cl:23])[CH:20]=[CH:19][C:18]=2[O:24][CH2:25][C:26]2[CH:31]=[CH:30][C:29]([O:32][CH3:33])=[CH:28][CH:27]=2)[CH:6]=1)C.C(O)C. Product: [Cl:23][C:21]1[CH:20]=[CH:19][C:18]([O:24][CH2:25][C:26]2[CH:27]=[CH:28][C:29]([O:32][CH3:33])=[CH:30][CH:31]=2)=[C:17]([C:12]2[N:11]([C:7]3[CH:6]=[C:5]([CH:10]=[CH:9][N:8]=3)[C:4]([OH:34])=[O:3])[C:15]([CH3:16])=[CH:14][CH:13]=2)[CH:22]=1. The catalyst class is: 13. (6) Product: [C:13]([O:12][C:10]([NH:9][CH2:8][C@H:3]([NH:2][C:28]([C:26]1[C:25]([C:31]([F:34])([F:32])[F:33])=[N:24][N:23]([C:17]2[CH:22]=[CH:21][CH:20]=[CH:19][CH:18]=2)[CH:27]=1)=[O:29])[C:4]([O:6][CH3:7])=[O:5])=[O:11])([CH3:16])([CH3:15])[CH3:14]. Reactant: Cl.[NH2:2][C@@H:3]([CH2:8][NH:9][C:10]([O:12][C:13]([CH3:16])([CH3:15])[CH3:14])=[O:11])[C:4]([O:6][CH3:7])=[O:5].[C:17]1([N:23]2[CH:27]=[C:26]([C:28](O)=[O:29])[C:25]([C:31]([F:34])([F:33])[F:32])=[N:24]2)[CH:22]=[CH:21][CH:20]=[CH:19][CH:18]=1.CCN=C=NCCCN(C)C.Cl.C1C=CC2N(O)N=NC=2C=1.O.C(N(CC)CC)C.Cl. The catalyst class is: 2. (7) Reactant: [Cl:1][C:2]1[CH:14]=[CH:13][CH:12]=[CH:11][C:3]=1[CH2:4][C:5]1[S:9][C:8]([NH2:10])=[N:7][CH:6]=1.[Br:15][CH:16]([C:20]1[CH:25]=[CH:24][CH:23]=[CH:22][CH:21]=1)[C:17](O)=[O:18].C(N(CC)CC)C.F[P-](F)(F)(F)(F)F.N1(OC(N(C)C)=[N+](C)C)C2N=CC=CC=2N=N1. Product: [Br:15][CH:16]([C:20]1[CH:25]=[CH:24][CH:23]=[CH:22][CH:21]=1)[C:17]([NH:10][C:8]1[S:9][C:5]([CH2:4][C:3]2[CH:11]=[CH:12][CH:13]=[CH:14][C:2]=2[Cl:1])=[CH:6][N:7]=1)=[O:18]. The catalyst class is: 10.